The task is: Predict the reaction yield, written as a fraction of the theoretical maximum amount of product (1.0 means a 100% yield; for example, 0.34 means a 34% yield).. This data is from Reaction yield outcomes from USPTO patents with 853,638 reactions. The reactants are [N:1]12[CH2:8][CH2:7][CH:4]([CH2:5][CH2:6]1)[CH:3]([N:9]1[C:17]3[C:12](=[CH:13][C:14]([NH2:18])=[CH:15][CH:16]=3)[CH:11]=[CH:10]1)[CH2:2]2.I.CS[C:22]([C:24]1[S:25][CH:26]=[CH:27][CH:28]=1)=[NH:23]. The catalyst is C(O)C. The product is [N:1]12[CH2:6][CH2:5][CH:4]([CH2:7][CH2:8]1)[CH:3]([N:9]1[C:17]3[C:12](=[CH:13][C:14]([NH:18][C:22]([C:24]4[S:25][CH:26]=[CH:27][CH:28]=4)=[NH:23])=[CH:15][CH:16]=3)[CH:11]=[CH:10]1)[CH2:2]2. The yield is 0.344.